From a dataset of Reaction yield outcomes from USPTO patents with 853,638 reactions. Predict the reaction yield, written as a fraction of the theoretical maximum amount of product (1.0 means a 100% yield; for example, 0.34 means a 34% yield). (1) The reactants are [Cl:1][C:2](=[CH2:5])C#N.[CH2:6]([NH:13][CH2:14][CH2:15][OH:16])[C:7]1[CH:12]=[CH:11][CH:10]=[CH:9][CH:8]=1.C[C:18](C)([O-:20])C.[K+].C1C[O:26]CC1. The catalyst is C1(C)C=CC=CC=1. The product is [ClH:1].[CH2:6]([N:13]1[CH2:5][CH2:2][O:16][CH:15]([C:18]([OH:20])=[O:26])[CH2:14]1)[C:7]1[CH:12]=[CH:11][CH:10]=[CH:9][CH:8]=1. The yield is 0.610. (2) The reactants are [Cl:1][C:2]1[CH:3]=[C:4]([CH:17]=[CH:18][C:19]=1[Cl:20])[CH2:5][NH:6][C:7]1[CH:8]=[CH:9][C:10]2[N:11]([CH:13]=[C:14]([CH3:16])[N:15]=2)[N:12]=1.[I:21]N1C(=O)CCC1=O. The catalyst is CN(C)C=O.ClCCl. The product is [Cl:1][C:2]1[CH:3]=[C:4]([CH:17]=[CH:18][C:19]=1[Cl:20])[CH2:5][NH:6][C:7]1[CH:8]=[CH:9][C:10]2[N:11]([C:13]([I:21])=[C:14]([CH3:16])[N:15]=2)[N:12]=1. The yield is 0.850. (3) The reactants are [F:1][C:2]1[CH:25]=[CH:24][C:5]([CH2:6][O:7][CH2:8][C:9]([NH:11][CH2:12][CH2:13][CH2:14][C:15]2[CH:20]=[CH:19][C:18]([CH2:21][CH:22]=O)=[CH:17][CH:16]=2)=[O:10])=[CH:4][CH:3]=1.[NH2:26][CH2:27][CH2:28][C:29]1[C:37]2[C:32](=[CH:33][CH:34]=[CH:35][CH:36]=2)[NH:31][CH:30]=1.[BH-](OC(C)=O)(OC(C)=O)OC(C)=O.[Na+].[BH4-].[Na+]. The catalyst is CO.O1CCCC1. The product is [NH:31]1[C:32]2[C:37](=[CH:36][CH:35]=[CH:34][CH:33]=2)[C:29]([CH2:28][CH2:27][NH:26][CH2:22][CH2:21][C:18]2[CH:19]=[CH:20][C:15]([CH2:14][CH2:13][CH2:12][NH:11][C:9](=[O:10])[CH2:8][O:7][CH2:6][C:5]3[CH:24]=[CH:25][C:2]([F:1])=[CH:3][CH:4]=3)=[CH:16][CH:17]=2)=[CH:30]1. The yield is 0.0400. (4) The reactants are O=[C:2]1[C:25]2[C:20](=[CH:21][CH:22]=[CH:23][CH:24]=2)[C:4]2([CH2:9][CH2:8][N:7]([C:10]([O:12][CH2:13][C:14]3[CH:19]=[CH:18][CH:17]=[CH:16][CH:15]=3)=[O:11])[CH2:6][CH2:5]2)[CH2:3]1.[NH2:26][OH:27].Cl.CC([O-])=O.[Na+]. The catalyst is CCO. The product is [OH:27][N:26]=[C:2]1[C:25]2[C:20](=[CH:21][CH:22]=[CH:23][CH:24]=2)[C:4]2([CH2:9][CH2:8][N:7]([C:10]([O:12][CH2:13][C:14]3[CH:19]=[CH:18][CH:17]=[CH:16][CH:15]=3)=[O:11])[CH2:6][CH2:5]2)[CH2:3]1. The yield is 0.990. (5) The reactants are C([O:3][C:4](=[O:39])[CH2:5][N:6]([S:33]([N:36]([CH3:38])[CH3:37])(=[O:35])=[O:34])[CH2:7][C:8]1[CH:13]=[CH:12][CH:11]=[C:10]([O:14][CH2:15][CH2:16][C:17]2[N:18]=[C:19]([C:23]3[CH:28]=[CH:27][C:26]([C:29]([F:32])([F:31])[F:30])=[CH:25][CH:24]=3)[O:20][C:21]=2[CH3:22])[CH:9]=1)C.O.[OH-].[Li+]. No catalyst specified. The product is [CH3:37][N:36]([S:33]([N:6]([CH2:5][C:4]([OH:39])=[O:3])[CH2:7][C:8]1[CH:13]=[CH:12][CH:11]=[C:10]([O:14][CH2:15][CH2:16][C:17]2[N:18]=[C:19]([C:23]3[CH:24]=[CH:25][C:26]([C:29]([F:30])([F:31])[F:32])=[CH:27][CH:28]=3)[O:20][C:21]=2[CH3:22])[CH:9]=1)(=[O:34])=[O:35])[CH3:38]. The yield is 0.990. (6) The reactants are [CH3:1][NH2:2].C([Li])CCC.[Br:8][C:9]1[CH:17]=[CH:16][C:12]([C:13]([OH:15])=[O:14])=[C:11](F)[CH:10]=1. The catalyst is C1COCC1. The product is [Br:8][C:9]1[CH:17]=[CH:16][C:12]([C:13]([OH:15])=[O:14])=[C:11]([NH:2][CH3:1])[CH:10]=1. The yield is 0.350. (7) The reactants are [C:1]([NH2:7])(=[O:6])[C:2]([CH3:5])([CH3:4])[CH3:3].[CH2:8]([N:10]([CH2:19][CH3:20])[C:11]1[CH:18]=[CH:17][C:14]([CH:15]=O)=[CH:13][CH:12]=1)[CH3:9]. No catalyst specified. The product is [CH2:8]([N:10]([CH2:19][CH3:20])[C:11]1[CH:18]=[CH:17][C:14]([CH:15]([NH:7][C:1](=[O:6])[C:2]([CH3:5])([CH3:4])[CH3:3])[NH:7][C:1](=[O:6])[C:2]([CH3:5])([CH3:4])[CH3:3])=[CH:13][CH:12]=1)[CH3:9]. The yield is 0.770.